Dataset: Reaction yield outcomes from USPTO patents with 853,638 reactions. Task: Predict the reaction yield, written as a fraction of the theoretical maximum amount of product (1.0 means a 100% yield; for example, 0.34 means a 34% yield). (1) The reactants are [H-].[Na+].[OH:3][CH:4]1[CH2:9][CH2:8][N:7](C(OC(C)(C)C)=O)[CH2:6][CH2:5]1.Cl[C:18]1[N:19]([CH3:31])[C:20](=[O:30])[CH:21]=[C:22]([C:24]2[CH:29]=[CH:28][N:27]=[CH:26][N:25]=2)[N:23]=1.FC(F)(F)C(O)=O. The catalyst is O1CCCC1.ClCCl. The product is [CH3:31][N:19]1[C:20](=[O:30])[CH:21]=[C:22]([C:24]2[CH:29]=[CH:28][N:27]=[CH:26][N:25]=2)[N:23]=[C:18]1[O:3][CH:4]1[CH2:5][CH2:6][NH:7][CH2:8][CH2:9]1. The yield is 0.470. (2) The reactants are [C:1]([C:3]1[CH:10]=[CH:9][C:6]([C:7]#[N:8])=[C:5]([N+:11]([O-:13])=[O:12])[CH:4]=1)#[CH:2].[N:14]([C:17]1[N:21]([CH3:22])[N:20]=[C:19]([C:23]([F:29])([F:28])[C:24]([F:27])([F:26])[F:25])[C:18]=1[C:30]([F:33])([F:32])[F:31])=[N+:15]=[N-:16].O=C1O[C@H]([C@H](CO)O)C([O-])=C1O.[Na+]. The catalyst is O.CC(O)(C)C.O.O.O.O.O.S([O-])([O-])(=O)=O.[Cu+2]. The product is [CH3:22][N:21]1[C:17]([N:14]2[CH:2]=[C:1]([C:3]3[CH:10]=[CH:9][C:6]([C:7]#[N:8])=[C:5]([N+:11]([O-:13])=[O:12])[CH:4]=3)[N:16]=[N:15]2)=[C:18]([C:30]([F:31])([F:33])[F:32])[C:19]([C:23]([F:28])([F:29])[C:24]([F:25])([F:27])[F:26])=[N:20]1. The yield is 0.400. (3) The reactants are [F:1][C:2]1[CH:7]=[C:6]([F:8])[CH:5]=[CH:4][C:3]=1[C@@:9]1([CH2:13][N:14]2[CH:18]=[N:17][CH:16]=[N:15]2)[C@H:11]([CH3:12])[O:10]1.[Cl:19][C:20]1[CH:21]=[CH:22][C:23]([C:26]2[CH2:27][CH2:28][NH:29][CH2:30][CH:31]=2)=[N:24][CH:25]=1.O.O.O.Cl([O-])(=O)(=O)=O.[Li+]. The catalyst is C(#N)C. The product is [Cl:19][C:20]1[CH:21]=[CH:22][C:23]([C:26]2[CH2:27][CH2:28][N:29]([C@H:11]([CH3:12])[C@:9]([C:3]3[CH:4]=[CH:5][C:6]([F:8])=[CH:7][C:2]=3[F:1])([OH:10])[CH2:13][N:14]3[CH:18]=[N:17][CH:16]=[N:15]3)[CH2:30][CH:31]=2)=[N:24][CH:25]=1. The yield is 0.638. (4) The product is [Br:1][C:2]1[CH:18]=[C:6]([C:7]2[O:16][C:15]3[CH:14]=[CH:13][CH:12]=[C:11]([F:17])[C:10]=3[N:9]=2)[C:5]([O:19][CH3:20])=[N:4][CH:3]=1. The yield is 0.623. The catalyst is O=P(Cl)(Cl)Cl.C1(C)C=CC=CC=1. The reactants are [Br:1][C:2]1[CH:3]=[N:4][C:5]([O:19][CH3:20])=[C:6]([CH:18]=1)[C:7]([NH:9][C:10]1[C:15]([OH:16])=[CH:14][CH:13]=[CH:12][C:11]=1[F:17])=O. (5) The reactants are [Cl:1][C:2]1[C:6]([N:7]([CH2:20][C:21]#[CH:22])[C:8](=[O:19])[CH2:9][N:10](C)[C:11](=O)OC(C)(C)C)=[CH:5][N:4]([C:23]2[CH:24]=[N:25][CH:26]=[CH:27][CH:28]=2)[N:3]=1.FC(F)(F)C(O)=O.C1(C)C=CC=CC=1. The catalyst is C(Cl)Cl. The product is [Cl:1][C:2]1[C:6]([N:7]([CH2:20][C:21]#[CH:22])[C:8](=[O:19])[CH2:9][NH:10][CH3:11])=[CH:5][N:4]([C:23]2[CH:24]=[N:25][CH:26]=[CH:27][CH:28]=2)[N:3]=1. The yield is 0.730. (6) The reactants are [CH2:1]1[CH2:10][O:9][C:8]2[CH:7]=[CH:6][C:5]([NH:11][C:12]3[C:17]([F:18])=[CH:16][N:15]=[C:14]([NH:19][C:20]4[CH:25]=[CH:24][CH:23]=[C:22](O)[CH:21]=4)[N:13]=3)=[CH:4][C:3]=2[O:2]1.ClC1N=C(NC2C=CC3OCCOC=3C=2)C(F)=CN=1.[CH2:46]([N:53]1[CH2:58][CH2:57][N:56](C2C=CC(N)=CC=2)[CH2:55][CH2:54]1)[C:47]1[CH:52]=[CH:51][CH:50]=[CH:49][CH:48]=1. No catalyst specified. The product is [CH2:46]([N:53]1[CH2:58][CH2:57][N:56]([C:23]2[CH:22]=[CH:21][C:20]([NH:19][C:14]3[N:13]=[C:12]([NH:11][C:5]4[CH:6]=[CH:7][C:8]5[O:9][CH2:10][CH2:1][O:2][C:3]=5[CH:4]=4)[C:17]([F:18])=[CH:16][N:15]=3)=[CH:25][CH:24]=2)[CH2:55][CH2:54]1)[C:47]1[CH:48]=[CH:49][CH:50]=[CH:51][CH:52]=1. The yield is 0.330. (7) No catalyst specified. The reactants are [N:1]1([C:10]2[S:14][C:13]([C:15]([O:17]C)=O)=[C:12]([O:19][CH2:20][C:21]3[CH:26]=[CH:25][C:24]([Cl:27])=[CH:23][CH:22]=3)[CH:11]=2)[C:5]2[CH:6]=[CH:7][CH:8]=[CH:9][C:4]=2[N:3]=[CH:2]1.[NH3:28]. The yield is 0.130. The product is [N:1]1([C:10]2[S:14][C:13]([C:15]([NH2:28])=[O:17])=[C:12]([O:19][CH2:20][C:21]3[CH:26]=[CH:25][C:24]([Cl:27])=[CH:23][CH:22]=3)[CH:11]=2)[C:5]2[CH:6]=[CH:7][CH:8]=[CH:9][C:4]=2[N:3]=[CH:2]1. (8) The reactants are [O:1]1[C:5]2[CH:6]=[CH:7][C:8]([CH2:10][C:11]#[N:12])=[CH:9][C:4]=2[O:3]C1.B(Br)(Br)Br.O. The catalyst is C(Cl)Cl. The product is [OH:3][C:4]1[CH:9]=[C:8]([CH2:10][C:11]#[N:12])[CH:7]=[CH:6][C:5]=1[OH:1]. The yield is 0.540.